From a dataset of NCI-60 drug combinations with 297,098 pairs across 59 cell lines. Regression. Given two drug SMILES strings and cell line genomic features, predict the synergy score measuring deviation from expected non-interaction effect. (1) Drug 1: COC1=NC(=NC2=C1N=CN2C3C(C(C(O3)CO)O)O)N. Drug 2: CC=C1C(=O)NC(C(=O)OC2CC(=O)NC(C(=O)NC(CSSCCC=C2)C(=O)N1)C(C)C)C(C)C. Cell line: OVCAR-5. Synergy scores: CSS=42.7, Synergy_ZIP=6.25, Synergy_Bliss=0.480, Synergy_Loewe=-78.2, Synergy_HSA=-12.6. (2) Drug 1: CC1=C(C=C(C=C1)C(=O)NC2=CC(=CC(=C2)C(F)(F)F)N3C=C(N=C3)C)NC4=NC=CC(=N4)C5=CN=CC=C5. Drug 2: CCC1(C2=C(COC1=O)C(=O)N3CC4=CC5=C(C=CC(=C5CN(C)C)O)N=C4C3=C2)O.Cl. Cell line: CAKI-1. Synergy scores: CSS=21.8, Synergy_ZIP=-3.67, Synergy_Bliss=2.63, Synergy_Loewe=-23.7, Synergy_HSA=-0.509. (3) Drug 1: CC(C1=C(C=CC(=C1Cl)F)Cl)OC2=C(N=CC(=C2)C3=CN(N=C3)C4CCNCC4)N. Drug 2: C1=NC2=C(N1)C(=S)N=CN2. Cell line: SF-268. Synergy scores: CSS=4.55, Synergy_ZIP=-10.4, Synergy_Bliss=-21.0, Synergy_Loewe=-29.4, Synergy_HSA=-23.1. (4) Drug 2: COC1=NC(=NC2=C1N=CN2C3C(C(C(O3)CO)O)O)N. Synergy scores: CSS=-12.4, Synergy_ZIP=4.85, Synergy_Bliss=3.67, Synergy_Loewe=-6.92, Synergy_HSA=-5.83. Cell line: MDA-MB-435. Drug 1: CN(C)C1=NC(=NC(=N1)N(C)C)N(C)C. (5) Drug 1: CC=C1C(=O)NC(C(=O)OC2CC(=O)NC(C(=O)NC(CSSCCC=C2)C(=O)N1)C(C)C)C(C)C. Drug 2: CCN(CC)CCCC(C)NC1=C2C=C(C=CC2=NC3=C1C=CC(=C3)Cl)OC. Cell line: 786-0. Synergy scores: CSS=44.7, Synergy_ZIP=-5.40, Synergy_Bliss=2.81, Synergy_Loewe=4.22, Synergy_HSA=5.56. (6) Drug 1: C1CN1P(=S)(N2CC2)N3CC3. Drug 2: CCCCC(=O)OCC(=O)C1(CC(C2=C(C1)C(=C3C(=C2O)C(=O)C4=C(C3=O)C=CC=C4OC)O)OC5CC(C(C(O5)C)O)NC(=O)C(F)(F)F)O. Cell line: OVCAR3. Synergy scores: CSS=25.5, Synergy_ZIP=-3.09, Synergy_Bliss=-3.70, Synergy_Loewe=-9.20, Synergy_HSA=-2.07. (7) Drug 1: CC1=C(C(CCC1)(C)C)C=CC(=CC=CC(=CC(=O)O)C)C. Drug 2: C#CCC(CC1=CN=C2C(=N1)C(=NC(=N2)N)N)C3=CC=C(C=C3)C(=O)NC(CCC(=O)O)C(=O)O. Cell line: OVCAR3. Synergy scores: CSS=54.5, Synergy_ZIP=6.15, Synergy_Bliss=3.15, Synergy_Loewe=-8.45, Synergy_HSA=-0.237. (8) Drug 1: C1CC(=O)NC(=O)C1N2C(=O)C3=CC=CC=C3C2=O. Drug 2: B(C(CC(C)C)NC(=O)C(CC1=CC=CC=C1)NC(=O)C2=NC=CN=C2)(O)O. Cell line: HOP-62. Synergy scores: CSS=60.2, Synergy_ZIP=1.86, Synergy_Bliss=5.35, Synergy_Loewe=-19.4, Synergy_HSA=3.41. (9) Drug 1: CC1=C(C=C(C=C1)NC(=O)C2=CC=C(C=C2)CN3CCN(CC3)C)NC4=NC=CC(=N4)C5=CN=CC=C5. Drug 2: C1CN(P(=O)(OC1)NCCCl)CCCl. Cell line: SK-MEL-5. Synergy scores: CSS=12.2, Synergy_ZIP=-0.188, Synergy_Bliss=0.732, Synergy_Loewe=-0.754, Synergy_HSA=2.07. (10) Drug 1: CC1C(C(CC(O1)OC2CC(OC(C2O)C)OC3=CC4=CC5=C(C(=O)C(C(C5)C(C(=O)C(C(C)O)O)OC)OC6CC(C(C(O6)C)O)OC7CC(C(C(O7)C)O)OC8CC(C(C(O8)C)O)(C)O)C(=C4C(=C3C)O)O)O)O. Drug 2: CS(=O)(=O)OCCCCOS(=O)(=O)C. Cell line: RPMI-8226. Synergy scores: CSS=22.3, Synergy_ZIP=-0.362, Synergy_Bliss=3.93, Synergy_Loewe=-48.4, Synergy_HSA=1.48.